Task: Predict the reaction yield, written as a fraction of the theoretical maximum amount of product (1.0 means a 100% yield; for example, 0.34 means a 34% yield).. Dataset: Reaction yield outcomes from USPTO patents with 853,638 reactions (1) The reactants are [Br:1][C:2]1[CH:11]=[C:10]2[C:5]([N:6]=[CH:7][C:8]([NH:12][NH2:13])=[N:9]2)=[CH:4][CH:3]=1.[CH3:14][C:15](O)=O. The catalyst is O. The product is [Br:1][C:2]1[CH:11]=[C:10]2[C:5]([N:6]=[CH:7][C:8]3[N:9]2[C:14]([CH3:15])=[N:13][N:12]=3)=[CH:4][CH:3]=1. The yield is 0.910. (2) The reactants are [CH2:1]([O:8][C:9]([NH:11][C:12]1([C:15](O)=[O:16])[CH2:14][CH2:13]1)=[O:10])[C:2]1[CH:7]=[CH:6][CH:5]=[CH:4][CH:3]=1.[H]1[BH2][H][BH2]1.C([O-])([O-])=O.[K+].[K+]. The catalyst is O1CCCC1. The product is [CH2:1]([O:8][C:9]([NH:11][C:12]1([CH2:15][OH:16])[CH2:13][CH2:14]1)=[O:10])[C:2]1[CH:3]=[CH:4][CH:5]=[CH:6][CH:7]=1. The yield is 0.430.